This data is from hERG Central: cardiac toxicity at 1µM, 10µM, and general inhibition. The task is: Predict hERG channel inhibition at various concentrations. (1) The compound is Cl.O=C1c2cccc3cccc(c23)C(=O)N1CC1CCN(CC(O)COCc2ccc3c(c2)OCO3)CC1. Results: hERG_inhib (hERG inhibition (general)): blocker. (2) The compound is CS(=O)(=O)Nc1ccc(C2=NN(C(=O)c3ccco3)C(c3ccco3)C2)cc1. Results: hERG_inhib (hERG inhibition (general)): blocker. (3) The compound is CCCCN(C)C(=S)Nc1ccc2nc3n(c(=O)c2c1)CCCCC3. Results: hERG_inhib (hERG inhibition (general)): blocker. (4) The drug is CCN(CC)S(=O)(=O)c1cc(C(=O)Nc2cc(Cl)ccc2N2CCN(C)CC2)ccc1Cl. Results: hERG_inhib (hERG inhibition (general)): blocker.